Task: Predict the reactants needed to synthesize the given product.. Dataset: Full USPTO retrosynthesis dataset with 1.9M reactions from patents (1976-2016) (1) Given the product [C:24]([C:28]1[CH:32]=[C:31]([NH:33][C:34]([NH:1][C:2]2[C:11]3[C:6](=[CH:7][CH:8]=[CH:9][CH:10]=3)[C:5]([O:12][C:13]3[C:22]4[NH:21][C:20](=[O:23])[CH:19]=[N:18][C:17]=4[N:16]=[CH:15][CH:14]=3)=[CH:4][CH:3]=2)=[O:35])[N:30]([C:36]2[CH:41]=[CH:40][CH:39]=[CH:38][CH:37]=2)[N:29]=1)([CH3:27])([CH3:25])[CH3:26], predict the reactants needed to synthesize it. The reactants are: [NH2:1][C:2]1[C:11]2[C:6](=[CH:7][CH:8]=[CH:9][CH:10]=2)[C:5]([O:12][C:13]2[C:22]3[NH:21][C:20](=[O:23])[CH:19]=[N:18][C:17]=3[N:16]=[CH:15][CH:14]=2)=[CH:4][CH:3]=1.[C:24]([C:28]1[CH:32]=[C:31]([N:33]=[C:34]=[O:35])[N:30]([C:36]2[CH:41]=[CH:40][CH:39]=[CH:38][CH:37]=2)[N:29]=1)([CH3:27])([CH3:26])[CH3:25]. (2) Given the product [Cl:30][C:19]1[CH:20]=[C:21]([C:33]2[CH:34]=[CH:35][CH:36]=[CH:37][C:32]=2[CH3:31])[C:15]2[O:14][CH:13]([CH2:12][NH2:105])[CH2:17][C:16]=2[CH:18]=1, predict the reactants needed to synthesize it. The reactants are: CC1C=CC(S(O[CH2:12][CH:13]2[CH2:17][C:16]3[CH:18]=[C:19]([Cl:30])[CH:20]=[C:21](OS(C(F)(F)F)(=O)=O)[C:15]=3[O:14]2)(=O)=O)=CC=1.[CH3:31][C:32]1[CH:37]=[CH:36][CH:35]=[CH:34][C:33]=1B(O)O.C(=O)([O-])[O-].[K+].[K+].C(C1C=CC=CC=1B1OC(C)(C)C(C)(C)O1)(C)C.CC1C=CC(S(OCC2CC3C=C(Cl)C=C(C4C=CC=CC=4C)C=3O2)(=O)=O)=CC=1.S(C1C=CC(C)=CC=1)([O-])(=O)=O.[N-:105]=[N+]=[N-].[Na+].N(CC1CC2C=C(Cl)C=C(C3C=CC=CC=3C)C=2O1)=[N+]=[N-].[N-]=[N+]=[N-]. (3) The reactants are: [Cl:1][C:2]1[CH:3]=[C:4]([C:8]2[N:9]=[C:10]([C:22]([N:24]3[CH2:28][C:27](=[O:29])[NH:26][CH2:25]3)=[O:23])[S:11][C:12]=2[C:13]2[CH:14]=[CH:15][C:16](F)=[C:17]([C:19]#[N:20])[CH:18]=2)[CH:5]=[CH:6][CH:7]=1.BrC1SC(C(N2CC(=O)NC2)=O)=NC=1C1C=CC(F)=C(Cl)C=1. Given the product [Cl:1][C:2]1[CH:3]=[C:4]([C:8]2[N:9]=[C:10]([C:22]([N:24]3[CH2:28][C:27](=[O:29])[NH:26][CH2:25]3)=[O:23])[S:11][C:12]=2[C:13]2[CH:18]=[C:17]([C:19]#[N:20])[CH:16]=[CH:15][CH:14]=2)[CH:5]=[CH:6][CH:7]=1, predict the reactants needed to synthesize it.